Dataset: Full USPTO retrosynthesis dataset with 1.9M reactions from patents (1976-2016). Task: Predict the reactants needed to synthesize the given product. The reactants are: [N+:1]([C:4]1[CH:5]=[C:6]([CH:17]=[CH:18][C:19]=1[N+:20]([O-])=O)[NH:7][C:8](=[O:16])[C:9]1[CH:14]=[CH:13][C:12]([OH:15])=[CH:11][CH:10]=1)([O-])=O.[O:23]1[CH2:28][CH2:27][N:26]([C:29]2[CH:36]=[CH:35][C:32]([CH:33]=O)=[CH:31][CH:30]=2)[CH2:25][CH2:24]1. Given the product [O:23]1[CH2:28][CH2:27][N:26]([C:29]2[CH:36]=[CH:35][C:32]([C:33]3[NH:20][C:19]4[CH:18]=[CH:17][C:6]([NH:7][C:8](=[O:16])[C:9]5[CH:14]=[CH:13][C:12]([OH:15])=[CH:11][CH:10]=5)=[CH:5][C:4]=4[N:1]=3)=[CH:31][CH:30]=2)[CH2:25][CH2:24]1, predict the reactants needed to synthesize it.